This data is from Peptide-MHC class II binding affinity with 134,281 pairs from IEDB. The task is: Regression. Given a peptide amino acid sequence and an MHC pseudo amino acid sequence, predict their binding affinity value. This is MHC class II binding data. (1) The peptide sequence is QGEPGAVIRGKKGAG. The MHC is DRB1_1501 with pseudo-sequence DRB1_1501. The binding affinity (normalized) is 0.388. (2) The peptide sequence is DLGRNEVVNDVSTFS. The MHC is HLA-DQA10104-DQB10503 with pseudo-sequence HLA-DQA10104-DQB10503. The binding affinity (normalized) is 0.0401.